Task: Predict the reactants needed to synthesize the given product.. Dataset: Full USPTO retrosynthesis dataset with 1.9M reactions from patents (1976-2016) (1) Given the product [C:18]([CH2:17][S:16][C:2]1[CH:15]=[CH:14][C:5]([C:6]([C:8]2[CH:13]=[CH:12][CH:11]=[CH:10][CH:9]=2)=[O:7])=[CH:4][CH:3]=1)([OH:20])=[O:19], predict the reactants needed to synthesize it. The reactants are: Cl[C:2]1[CH:15]=[CH:14][C:5]([C:6]([C:8]2[CH:13]=[CH:12][CH:11]=[CH:10][CH:9]=2)=[O:7])=[CH:4][CH:3]=1.[SH:16][CH2:17][C:18]([OH:20])=[O:19].CC(N(C)C)=O.[OH-].[Na+]. (2) Given the product [CH3:13][O:14][C:15]1[CH:16]=[C:17]([CH:20]=[CH:21][CH:22]=1)[CH2:18][NH:19][C:2]1[CH:11]=[CH:10][C:9]2[C:4](=[CH:5][CH:6]=[C:7]([NH:30][CH2:29][C:25]3[CH:24]=[N:23][CH:28]=[CH:27][CH:26]=3)[CH:8]=2)[N:3]=1, predict the reactants needed to synthesize it. The reactants are: Cl[C:2]1[CH:11]=[CH:10][C:9]2[C:4](=[CH:5][CH:6]=[C:7](Cl)[CH:8]=2)[N:3]=1.[CH3:13][O:14][C:15]1[CH:16]=[C:17]([CH:20]=[CH:21][CH:22]=1)[CH2:18][NH2:19].[N:23]1[CH:28]=[CH:27][CH:26]=[C:25]([CH2:29][NH2:30])[CH:24]=1.